This data is from Full USPTO retrosynthesis dataset with 1.9M reactions from patents (1976-2016). The task is: Predict the reactants needed to synthesize the given product. (1) Given the product [N:40]1[C:41]2[C:36](=[CH:35][C:34]([C:31]3([C:28]4[N:7]5[CH:6]=[C:5]([C:8]6[CH:9]=[CH:10][C:11]([N:14]7[CH2:15][CH2:16][N:17]([C:20]([O:22][C:23]([CH3:26])([CH3:25])[CH3:24])=[O:21])[CH2:18][CH2:19]7)=[N:12][CH:13]=6)[CH:4]=[N:3][C:2]5=[N:1][CH:29]=4)[CH2:33][CH2:32]3)=[CH:43][CH:42]=2)[CH:37]=[CH:38][CH:39]=1, predict the reactants needed to synthesize it. The reactants are: [NH2:1][C:2]1[N:7]=[CH:6][C:5]([C:8]2[CH:9]=[CH:10][C:11]([N:14]3[CH2:19][CH2:18][N:17]([C:20]([O:22][C:23]([CH3:26])([CH3:25])[CH3:24])=[O:21])[CH2:16][CH2:15]3)=[N:12][CH:13]=2)=[CH:4][N:3]=1.Cl[CH:28]([C:31]1([C:34]2[CH:35]=[C:36]3[C:41](=[CH:42][CH:43]=2)[N:40]=[CH:39][CH:38]=[CH:37]3)[CH2:33][CH2:32]1)[CH:29]=O. (2) Given the product [CH3:1][O:2][C:3]1[CH:4]=[C:5]([CH2:12][C:13]([O:15][CH3:16])=[O:14])[CH:6]=[CH:7][C:8]=1[N+:9]([O-:11])=[O:10], predict the reactants needed to synthesize it. The reactants are: [CH3:1][O:2][C:3]1[CH:4]=[C:5]([CH2:12][C:13]([OH:15])=[O:14])[CH:6]=[CH:7][C:8]=1[N+:9]([O-:11])=[O:10].[CH3:16]O. (3) Given the product [CH3:53][C:52]1[CH:54]=[CH:55][C:49]([S:46]([O:19][CH2:18][CH2:17][CH2:16][N:15]=[S@:12]2(=[O:14])[C:11]([CH3:20])([CH3:21])[C:10]([NH:22][C:23]([O:24][C:25]([CH3:28])([CH3:26])[CH3:27])=[O:29])=[N:9][C@@:8]([C:6]3[C:5]([F:31])=[C:4]([Si:32]([CH2:37][CH3:38])([CH2:35][CH3:36])[CH2:33][CH3:34])[CH:3]=[C:2]([Br:1])[N:7]=3)([CH3:30])[CH2:13]2)(=[O:48])=[O:47])=[CH:50][CH:51]=1, predict the reactants needed to synthesize it. The reactants are: [Br:1][C:2]1[N:7]=[C:6]([C@:8]2([CH3:30])[CH2:13][S@@:12](=[N:15][CH2:16][CH2:17][CH2:18][OH:19])(=[O:14])[C:11]([CH3:21])([CH3:20])[C:10]([NH:22][C:23](=[O:29])[O:24][C:25]([CH3:28])([CH3:27])[CH3:26])=[N:9]2)[C:5]([F:31])=[C:4]([Si:32]([CH2:37][CH3:38])([CH2:35][CH3:36])[CH2:33][CH3:34])[CH:3]=1.C(N(CC)CC)C.[S:46](Cl)([C:49]1[CH:55]=[CH:54][C:52]([CH3:53])=[CH:51][CH:50]=1)(=[O:48])=[O:47].[Cl-].[NH4+]. (4) Given the product [F:15][C:16]1[CH:21]=[CH:20][C:19]([O:22][CH3:23])=[CH:18][C:17]=1[C:24]1[CH:29]=[CH:28][C:27]([O:30][CH2:31][C:32]2[CH:37]=[CH:36][C:35]([O:38][CH3:39])=[CH:34][CH:33]=2)=[CH:26][C:25]=1[CH:40]([OH:41])[CH:10]([CH3:12])[CH3:11], predict the reactants needed to synthesize it. The reactants are: [Cl-].[Li+].C[Si](C[Mg]Cl)(C)C.[CH:10]([Mg]Br)([CH3:12])[CH3:11].[F:15][C:16]1[CH:21]=[CH:20][C:19]([O:22][CH3:23])=[CH:18][C:17]=1[C:24]1[C:25]([CH:40]=[O:41])=[CH:26][C:27]([O:30][CH2:31][C:32]2[CH:37]=[CH:36][C:35]([O:38][CH3:39])=[CH:34][CH:33]=2)=[CH:28][CH:29]=1.